Task: Binary Classification. Given a miRNA mature sequence and a target amino acid sequence, predict their likelihood of interaction.. Dataset: Experimentally validated miRNA-target interactions with 360,000+ pairs, plus equal number of negative samples (1) The miRNA is mmu-miR-340-5p with sequence UUAUAAAGCAAUGAGACUGAUU. The protein sequence of the target gene is MKPLEKFLKKQTSQLAGRAVTGGPGGGPGCCGGPGGGGGPGGGGGPAGGLRPLQRRQSVSRLLLPAFLREPPTEPGLEPPVEEEGGEPLGVSEEPGSGGPCWLQLEEVPGPGPIGSGVPLRSPSSYSSDELSPGEPLASPPWAPLGAPERPEHLLNRVLERLAGGTTRDSSASDILLDDIVLTHSLFLPTEKFLQELHQYFVQSRNVEGPEGLGRKQACLALLLHFLDTYQGLLQEEEGAGHIIKELYLLIMKDESLYQDLREDTLRLHQLVETVELKIPEESQPPSKQVKPLFRHFRRI.... Result: 1 (interaction). (2) The miRNA is hsa-miR-6853-5p with sequence AGCGUGGGAUGUCCAUGAAGUCAG. The protein sequence of the target gene is MAAGGSAPEPRVLVCLGALLAGWVAVGLEAVVIGEVHENVTLHCGNISGLRGQVTWYRNNSEPVFLLSSNSSLRPAEPRFSLVDATSLHIESLSLGDEGIYTCQEILNVTQWFQVWLQVASGPYQIEVHIVATGTLPNGTLYAARGSQVDFSCNSSSRPPPVVEWWFQALNSSSESFGHNLTVNFFSLLLISPNLQGNYTCLALNQLSKRHRKVTTELLVYYPPPSAPQCWAQMASGSFMLQLTCRWDGGYPDPDFLWIEEPGGVIVGKSKLGVEMLSESQLSDGKKFKCVTSHIVGPES.... Result: 0 (no interaction). (3) The miRNA is hsa-miR-6801-3p with sequence ACCCCUGCCACUCACUGGCC. The protein sequence of the target gene is MGSGGDSLLGGRGSLPLLLLLIMGGMAQDSPPQILVHPQDQLFQGPGPARMSCQASGQPPPTIRWLLNGQPLSMVPPDPHHLLPDGTLLLLQPPARGHAHDGQALSTDLGVYTCEASNRLGTAVSRGARLSVAVLREDFQIQPRDMVAVVGEQFTLECGPPWGHPEPTVSWWKDGKPLALQPGRHTVSGGSLLMARAEKSDEGTYMCVATNSAGHRESRAARVSIQEPQDYTEPVELLAVRIQLENVTLLNPDPAEGPKPRPAVWLSWKVSGPAAPAQSYTALFRTQTAPGGQGAPWAEE.... Result: 1 (interaction). (4) The miRNA is hsa-miR-199b-3p with sequence ACAGUAGUCUGCACAUUGGUUA. The protein sequence of the target gene is MSWLFGVNKGPKGEGAGPPPPLPPAQPGAEGGGDRGLGDRPAPKDKWSNFDPTGLERAAKAARELEHSRYAKEALNLAQMQEQTLQLEQQSKLKEYEAAVEQLKSEQIRAQAEERRKTLSEETRQHQARAQYQDKLARQRYEDQLKQQQLLNEENLRKQEESVQKQEAMRRATVEREMELRHKNEMLRVETEARARAKAERENADIIREQIRLKASEHRQTVLESIRTAGTLFGEGFRAFVTDRDKVTATVAGLTLLAVGVYSAKNATAVTGRFIEARLGKPSLVRETSRITVLEALRHP.... Result: 0 (no interaction).